Dataset: Forward reaction prediction with 1.9M reactions from USPTO patents (1976-2016). Task: Predict the product of the given reaction. (1) Given the reactants [CH3:1][Si:2]([CH3:38])([CH3:37])[CH2:3][CH2:4][O:5][C:6]([N:8]1[CH2:13][CH2:12][CH:11]([O:14][C:15]2[S:16][C:17]3[CH:23]=[C:22]([C:24]4[CH2:29][CH2:28][N:27]([C:30]([O:32][C:33]([CH3:36])([CH3:35])[CH3:34])=[O:31])[CH2:26][CH:25]=4)[CH:21]=[CH:20][C:18]=3[N:19]=2)[CH2:10][CH2:9]1)=[O:7], predict the reaction product. The product is: [CH3:1][Si:2]([CH3:37])([CH3:38])[CH2:3][CH2:4][O:5][C:6]([N:8]1[CH2:13][CH2:12][CH:11]([O:14][C:15]2[S:16][C:17]3[CH:23]=[C:22]([CH:24]4[CH2:29][CH2:28][N:27]([C:30]([O:32][C:33]([CH3:34])([CH3:35])[CH3:36])=[O:31])[CH2:26][CH2:25]4)[CH:21]=[CH:20][C:18]=3[N:19]=2)[CH2:10][CH2:9]1)=[O:7]. (2) Given the reactants [O:1]1CCO[CH:2]1[C:6]1[CH:7]=[CH:8][C:9]([CH2:12][O:13][C:14]2[CH:19]=[CH:18][CH:17]=[CH:16][N:15]=2)=[N:10][CH:11]=1.CS(C)=O.Cl.[OH-].[Na+], predict the reaction product. The product is: [N:15]1[CH:16]=[CH:17][CH:18]=[CH:19][C:14]=1[O:13][CH2:12][C:9]1[N:10]=[CH:11][C:6]([CH:2]=[O:1])=[CH:7][CH:8]=1. (3) Given the reactants [NH2:1][CH2:2][CH:3]1[CH2:8][CH2:7][C:6]2[C:9]3[C:14]([NH:15][C:16]4[CH:17]=[C:18]5[C:22](=[CH:23][CH:24]=4)[NH:21][N:20]=[CH:19]5)=[N:13][CH:12]=[N:11][C:10]=3[S:25][C:5]=2[CH2:4]1.O1CCCC1.[CH3:31][CH:32]([CH3:36])[C:33](Cl)=[O:34].C(N(CC)CC)C, predict the reaction product. The product is: [NH:21]1[C:22]2[C:18](=[CH:17][C:16]([NH:15][C:14]3[C:9]4[C:6]5[CH2:7][CH2:8][CH:3]([CH2:2][NH:1][C:33](=[O:34])[CH:32]([CH3:36])[CH3:31])[CH2:4][C:5]=5[S:25][C:10]=4[N:11]=[CH:12][N:13]=3)=[CH:24][CH:23]=2)[CH:19]=[N:20]1. (4) The product is: [C:4]([O:8][C:9]([N:11]([CH2:34][C:35]([O:37][C:38]([CH3:40])([CH3:39])[CH3:41])=[O:36])[C:12]1[CH:17]=[CH:16][CH:15]=[C:14]([CH:18]([S:49]([C:45]2[CH:46]=[CH:47][CH:48]=[C:43]([F:42])[CH:44]=2)(=[O:51])=[O:50])[NH:19][CH2:20][C:21]2[CH:26]=[CH:25][C:24]([C:27]([CH3:33])([CH3:32])[CH2:28][CH2:29][CH2:30][CH3:31])=[CH:23][CH:22]=2)[N:13]=1)=[O:10])([CH3:7])([CH3:5])[CH3:6]. Given the reactants C(Cl)Cl.[C:4]([O:8][C:9]([N:11]([CH2:34][C:35]([O:37][C:38]([CH3:41])([CH3:40])[CH3:39])=[O:36])[C:12]1[CH:17]=[CH:16][CH:15]=[C:14]([CH2:18][NH:19][CH2:20][C:21]2[CH:26]=[CH:25][C:24]([C:27]([CH3:33])([CH3:32])[CH2:28][CH2:29][CH2:30][CH3:31])=[CH:23][CH:22]=2)[N:13]=1)=[O:10])([CH3:7])([CH3:6])[CH3:5].[F:42][C:43]1[CH:44]=[C:45]([S:49](Cl)(=[O:51])=[O:50])[CH:46]=[CH:47][CH:48]=1.C(N(CC)CC)C, predict the reaction product.